Dataset: Full USPTO retrosynthesis dataset with 1.9M reactions from patents (1976-2016). Task: Predict the reactants needed to synthesize the given product. (1) Given the product [C:39]([O:38][C:36]([N:35]1[CH2:34][CH2:33][CH2:32][C@H:31]1[C@H:19]([C:20]1[CH:25]=[CH:24][C:23]([C:26]([F:29])([F:27])[F:28])=[C:22]([F:30])[CH:21]=1)[C:18]([OH:45])=[O:46])=[O:37])([CH3:42])([CH3:40])[CH3:41], predict the reactants needed to synthesize it. The reactants are: [Li+].[OH-].OO.C([C@@H]1COC(=O)N1[C:18](=[O:45])[C@H:19]([C@H:31]1[N:35]([C:36]([O:38][C:39]([CH3:42])([CH3:41])[CH3:40])=[O:37])[C:34](C)(C)[CH2:33][CH2:32]1)[C:20]1[CH:25]=[CH:24][C:23]([C:26]([F:29])([F:28])[F:27])=[C:22]([F:30])[CH:21]=1)C1C=CC=CC=1.[O-:46]S([O-])=O.[Na+].[Na+].OS([O-])(=O)=O.[K+]. (2) The reactants are: [CH2:1]([N:3]1[C:11]2[C:6](=[N:7][CH:8]=[CH:9][C:10]=2[CH3:12])[N:5]([C:13]2[CH:18]=[CH:17][C:16]([OH:19])=[CH:15][CH:14]=2)[C:4]1=[O:20])[CH3:2].N1C=CN=C1.[CH:26]([Si:29](Cl)([CH:33]([CH3:35])[CH3:34])[CH:30]([CH3:32])[CH3:31])([CH3:28])[CH3:27].O. Given the product [CH2:1]([N:3]1[C:11]2[C:6](=[N:7][CH:8]=[CH:9][C:10]=2[CH3:12])[N:5]([C:13]2[CH:18]=[CH:17][C:16]([O:19][Si:29]([CH:33]([CH3:35])[CH3:34])([CH:30]([CH3:32])[CH3:31])[CH:26]([CH3:28])[CH3:27])=[CH:15][CH:14]=2)[C:4]1=[O:20])[CH3:2], predict the reactants needed to synthesize it. (3) Given the product [C:27]([NH:1][CH2:2][C:3]1[CH:8]=[CH:7][C:6]([C:9]2[N:10]([CH3:44])[C:11]([C:20]3[CH:21]=[CH:22][N:23]=[CH:24][CH:25]=3)=[C:12]([C:14]3[CH:19]=[CH:18][CH:17]=[CH:16][CH:15]=3)[N:13]=2)=[CH:5][CH:4]=1)(=[O:26])[CH2:29][CH2:30][CH2:31][CH2:32][C@H:33]1[C@@H:41]2[C@@H:36]([NH:37][C:38]([NH:40]2)=[O:39])[CH2:35][S:34]1, predict the reactants needed to synthesize it. The reactants are: [NH2:1][CH2:2][C:3]1[CH:8]=[CH:7][C:6]([C:9]2[NH:10][C:11]([C:20]3[CH:25]=[CH:24][N:23]=[CH:22][CH:21]=3)=[C:12]([C:14]3[CH:19]=[CH:18][CH:17]=[CH:16][CH:15]=3)[N:13]=2)=[CH:5][CH:4]=1.[OH:26][C:27]([CH2:29][CH2:30][CH2:31][CH2:32][C@H:33]1[C@@H:41]2[C@@H:36]([NH:37][C:38]([NH:40]2)=[O:39])[CH2:35][S:34]1)=O.ON1C(=O)CC[C:44]1=O. (4) Given the product [CH2:13]([O:20][C:21]1[CH:26]=[CH:25][C:24]([C:27]2[CH:32]=[C:31]([O:10][CH2:9][CH2:8][CH2:7][N:1]3[CH2:6][CH2:5][CH2:4][CH2:3][CH2:2]3)[N:30]=[N:29][C:28]=2[CH2:34][CH2:35][CH2:36][CH3:37])=[CH:23][CH:22]=1)[C:14]1[CH:15]=[CH:16][CH:17]=[CH:18][CH:19]=1, predict the reactants needed to synthesize it. The reactants are: [N:1]1([CH2:7][CH2:8][CH2:9][OH:10])[CH2:6][CH2:5][CH2:4][CH2:3][CH2:2]1.[H-].[Na+].[CH2:13]([O:20][C:21]1[CH:26]=[CH:25][C:24]([C:27]2[CH:32]=[C:31](Cl)[N:30]=[N:29][C:28]=2[CH2:34][CH2:35][CH2:36][CH3:37])=[CH:23][CH:22]=1)[C:14]1[CH:19]=[CH:18][CH:17]=[CH:16][CH:15]=1.O. (5) Given the product [O:8]1[CH2:12][CH2:11][CH2:10][CH:9]1[C:13]1([OH:15])[CH2:6][CH2:5][CH2:4][CH2:3]1, predict the reactants needed to synthesize it. The reactants are: [Mg].Br[CH2:3][CH2:4][CH2:5][CH2:6]Br.[O:8]1[CH2:12][CH2:11][CH2:10][CH:9]1[C:13]([O:15]CC)=O.[Cl-].[NH4+]. (6) The reactants are: [OH:1][NH:2][C:3]([C:5]1[CH:10]=[CH:9][CH:8]=[CH:7][N:6]=1)=[NH:4].[N+:11]([C:14]1[CH:22]=[C:18]([C:19](O)=O)[C:17]([OH:23])=[CH:16][CH:15]=1)([O-:13])=[O:12]. Given the product [N+:11]([C:14]1[CH:15]=[CH:16][C:17]([OH:23])=[C:18]([C:19]2[O:1][N:2]=[C:3]([C:5]3[CH:10]=[CH:9][CH:8]=[CH:7][N:6]=3)[N:4]=2)[CH:22]=1)([O-:13])=[O:12], predict the reactants needed to synthesize it. (7) The reactants are: CC1(C)[C:9]2[NH:8][C:7]([CH2:10][CH2:11][CH3:12])=[N:6][C:5]=2[CH2:4][O:3]1.[OH-:14].[Na+].[CH3:16][C:17]([CH3:19])=[O:18]. Given the product [OH:18][C:17]([C:9]1[N:8]=[C:7]([CH2:10][CH2:11][CH3:12])[NH:6][C:5]=1[C:4]([OH:14])=[O:3])([CH3:19])[CH3:16], predict the reactants needed to synthesize it. (8) Given the product [Cl:1][C:2]1[CH:17]=[CH:16][C:5]([O:6][C:7]2[CH:8]=[CH:9][C:10]([C:13]([OH:15])=[O:23])=[CH:11][CH:12]=2)=[CH:4][C:3]=1[CH3:18], predict the reactants needed to synthesize it. The reactants are: [Cl:1][C:2]1[CH:17]=[CH:16][C:5]([O:6][C:7]2[CH:12]=[CH:11][C:10]([C:13](=[O:15])C)=[CH:9][CH:8]=2)=[CH:4][C:3]=1[CH3:18].Cl[O-].[Na+].S(=O)(O)[O-:23].[Na+].Cl.